Dataset: Forward reaction prediction with 1.9M reactions from USPTO patents (1976-2016). Task: Predict the product of the given reaction. (1) Given the reactants CC(C[AlH]CC(C)C)C.[C:10]1([CH3:29])[CH:15]=[CH:14][C:13]([S:16]([N:19]2[CH:27]3[CH:22]([CH2:23][CH2:24][CH2:25][CH2:26]3)[CH2:21][C:20]2=[O:28])(=[O:18])=[O:17])=[CH:12][CH:11]=1.CO.O, predict the reaction product. The product is: [C:10]1([CH3:29])[CH:11]=[CH:12][C:13]([S:16]([N:19]2[CH:27]3[CH:22]([CH2:23][CH2:24][CH2:25][CH2:26]3)[CH2:21][CH:20]2[OH:28])(=[O:18])=[O:17])=[CH:14][CH:15]=1. (2) Given the reactants [Br:1][C:2]1[C:3]([OH:13])=[C:4]([CH:7]=[C:8]([Br:12])[C:9]=1[O:10][CH3:11])[CH:5]=O.C(=O)([O-])[O-].[K+].[K+].Br[CH2:21][C:22]([O:24][CH2:25][CH3:26])=[O:23], predict the reaction product. The product is: [Br:12][C:8]1[C:9]([O:10][CH3:11])=[C:2]([Br:1])[C:3]2[O:13][C:21]([C:22]([O:24][CH2:25][CH3:26])=[O:23])=[CH:5][C:4]=2[CH:7]=1. (3) Given the reactants [Cl:1][C:2]1[CH:3]=[CH:4][C:5]([C:23]#[N:24])=[C:6]([C:8]2[C:13]([O:14][CH3:15])=[CH:12][N:11]([CH:16]([CH2:20][CH3:21])[C:17]([OH:19])=O)[C:10](=[O:22])[CH:9]=2)[CH:7]=1.[NH2:25][C:26]1[CH:27]=[CH:28][C:29]2[N:30]([CH:32]=[C:33]([C:35]([O:37][CH2:38][CH3:39])=[O:36])[N:34]=2)[CH:31]=1, predict the reaction product. The product is: [Cl:1][C:2]1[CH:3]=[CH:4][C:5]([C:23]#[N:24])=[C:6]([C:8]2[C:13]([O:14][CH3:15])=[CH:12][N:11]([CH:16]([CH2:20][CH3:21])[C:17]([NH:25][C:26]3[CH:27]=[CH:28][C:29]4[N:30]([CH:32]=[C:33]([C:35]([O:37][CH2:38][CH3:39])=[O:36])[N:34]=4)[CH:31]=3)=[O:19])[C:10](=[O:22])[CH:9]=2)[CH:7]=1. (4) Given the reactants [Cl:1][C:2]1[CH:3]=[C:4]2[C:8](=[CH:9][C:10]=1[Cl:11])[NH:7][CH:6]=[C:5]2[CH2:12][CH2:13][NH2:14].[F:15][C:16]1[CH:17]=[C:18]([CH:29]=[CH:30][CH:31]=1)[CH2:19][C:20]1[CH:28]=[CH:27][C:23]([C:24](O)=[O:25])=[CH:22][CH:21]=1.CN(C(ON1N=NC2C=CC=NC1=2)=[N+](C)C)C.F[P-](F)(F)(F)(F)F.C(N(CC)C(C)C)(C)C, predict the reaction product. The product is: [Cl:1][C:2]1[CH:3]=[C:4]2[C:8](=[CH:9][C:10]=1[Cl:11])[NH:7][CH:6]=[C:5]2[CH2:12][CH2:13][NH:14][C:24](=[O:25])[C:23]1[CH:22]=[CH:21][C:20]([CH2:19][C:18]2[CH:29]=[CH:30][CH:31]=[C:16]([F:15])[CH:17]=2)=[CH:28][CH:27]=1. (5) Given the reactants [CH2:1]([O:3][C:4]1[C:5]([F:24])=[C:6]([CH:22]=[O:23])[C:7]([C:10]2[C:11]([CH:20]=[O:21])=[C:12]([F:19])[C:13]([CH2:16][CH2:17][CH3:18])=[CH:14][CH:15]=2)=[CH:8][CH:9]=1)[CH3:2], predict the reaction product. The product is: [CH2:1]([O:3][C:4]1[CH:9]=[CH:8][C:7]2[C:10]3[C:11](=[C:12]([F:19])[C:13]([CH2:16][CH2:17][CH3:18])=[CH:14][CH:15]=3)[CH:20]([OH:21])[CH:22]([OH:23])[C:6]=2[C:5]=1[F:24])[CH3:2]. (6) Given the reactants C([O:3][C:4]([C:6]1[CH:7]=[C:8]2[C:13](=[CH:14][CH:15]=1)[NH:12][CH:11]([C:16]1[CH:21]=[CH:20][CH:19]=[C:18]([NH:22][C:23]([C:26]([O:28]C)=[O:27])([CH3:25])[CH3:24])[CH:17]=1)[C:10]([CH3:31])([CH3:30])[CH2:9]2)=[O:5])C.Cl, predict the reaction product. The product is: [C:26]([C:23]([NH:22][C:18]1[CH:17]=[C:16]([CH:11]2[C:10]([CH3:30])([CH3:31])[CH2:9][C:8]3[C:13](=[CH:14][CH:15]=[C:6]([C:4]([OH:5])=[O:3])[CH:7]=3)[NH:12]2)[CH:21]=[CH:20][CH:19]=1)([CH3:25])[CH3:24])([OH:28])=[O:27]. (7) Given the reactants [CH3:1][N:2]1[C:6]([NH:7][C:8](=[O:15])OCC(Cl)(Cl)Cl)=[CH:5][C:4]([CH3:16])=[N:3]1.[C:17]1([C:23]2[N:27]=[C:26]([N:28]3[CH2:33][CH2:32][NH:31][CH2:30][CH2:29]3)[S:25][N:24]=2)[CH:22]=[CH:21][CH:20]=[CH:19][CH:18]=1.C(N(C(C)C)CC)(C)C.O, predict the reaction product. The product is: [CH3:1][N:2]1[C:6]([NH:7][C:8]([N:31]2[CH2:32][CH2:33][N:28]([C:26]3[S:25][N:24]=[C:23]([C:17]4[CH:22]=[CH:21][CH:20]=[CH:19][CH:18]=4)[N:27]=3)[CH2:29][CH2:30]2)=[O:15])=[CH:5][C:4]([CH3:16])=[N:3]1.